From a dataset of HIV replication inhibition screening data with 41,000+ compounds from the AIDS Antiviral Screen. Binary Classification. Given a drug SMILES string, predict its activity (active/inactive) in a high-throughput screening assay against a specified biological target. (1) The compound is c1cnc2c(c1)Oc1nc3ccccc3nc1S2. The result is 0 (inactive). (2) The molecule is N#CSC1=C(SC#N)C(=O)c2ccccc2C1=O. The result is 0 (inactive).